Dataset: Catalyst prediction with 721,799 reactions and 888 catalyst types from USPTO. Task: Predict which catalyst facilitates the given reaction. (1) Reactant: [Cl:1][C:2]1[N:3]=[C:4]([N:11]2[CH2:16][CH2:15][O:14][CH2:13][CH2:12]2)[C:5]2[S:10][CH:9]=[N:8][C:6]=2[N:7]=1.[I:17]I.C[Si]([N-][Si](C)(C)C)(C)C.[K+].O. Product: [Cl:1][C:2]1[N:3]=[C:4]([N:11]2[CH2:12][CH2:13][O:14][CH2:15][CH2:16]2)[C:5]2[S:10][C:9]([I:17])=[N:8][C:6]=2[N:7]=1. The catalyst class is: 7. (2) Reactant: CS([C:4]1[C:5]2[CH:28]=[CH:27][NH:26][C:6]=2[N:7]=[C:8]([NH:10][C:11]2[CH:16]=[CH:15][C:14]([N:17]3[CH2:22][CH2:21][N:20]([C:23](=[O:25])[CH3:24])[CH2:19][CH2:18]3)=[CH:13][CH:12]=2)[N:9]=1)=O.[NH2:29][CH:30]1[CH2:35][CH2:34][CH:33]([NH2:36])[CH2:32][CH2:31]1.C(N(C(C)C)CC)(C)C. Product: [NH2:29][CH:30]1[CH2:35][CH2:34][CH:33]([NH:36][C:4]2[C:5]3[CH:28]=[CH:27][NH:26][C:6]=3[N:7]=[C:8]([NH:10][C:11]3[CH:16]=[CH:15][C:14]([N:17]4[CH2:22][CH2:21][N:20]([C:23](=[O:25])[CH3:24])[CH2:19][CH2:18]4)=[CH:13][CH:12]=3)[N:9]=2)[CH2:32][CH2:31]1. The catalyst class is: 16. (3) Reactant: [H-].[Al+3].[Li+].[H-].[H-].[H-].[N:7]([CH2:10][C:11]1([C:28](OC)=[O:29])[CH2:16][CH2:15][N:14]([CH2:17][CH2:18][O:19][CH2:20][CH2:21][C:22]2[CH:27]=[CH:26][CH:25]=[CH:24][CH:23]=2)[CH2:13][CH2:12]1)=[N+]=[N-].O.O.O.O.O.O.O.O.O.O.S([O-])([O-])(=O)=O.[Na+].[Na+].[OH-].[Na+]. Product: [NH2:7][CH2:10][C:11]1([CH2:28][OH:29])[CH2:16][CH2:15][N:14]([CH2:17][CH2:18][O:19][CH2:20][CH2:21][C:22]2[CH:23]=[CH:24][CH:25]=[CH:26][CH:27]=2)[CH2:13][CH2:12]1. The catalyst class is: 1. (4) Reactant: [C:1]([O:5][C:6]([N:8]1[C:16]2[C:11](=[C:12]([CH2:18]O)[CH:13]=[C:14]([Cl:17])[CH:15]=2)[CH:10]=[CH:9]1)=[O:7])([CH3:4])([CH3:3])[CH3:2].[CH3:20][O:21][C:22](=[O:35])[CH2:23][CH2:24][N:25]1[C:29]2[CH:30]=[CH:31][CH:32]=[CH:33][C:28]=2[NH:27][C:26]1=[O:34].C1(P(C2C=CC=CC=2)C2C=CC=CC=2)C=CC=CC=1.N(C(OC(C)C)=O)=NC(OC(C)C)=O. The catalyst class is: 7. Product: [C:1]([O:5][C:6]([N:8]1[C:16]2[C:11](=[C:12]([CH2:18][N:27]3[C:28]4[CH:33]=[CH:32][CH:31]=[CH:30][C:29]=4[N:25]([CH2:24][CH2:23][C:22]([O:21][CH3:20])=[O:35])[C:26]3=[O:34])[CH:13]=[C:14]([Cl:17])[CH:15]=2)[CH:10]=[CH:9]1)=[O:7])([CH3:2])([CH3:3])[CH3:4]. (5) Reactant: [CH3:1][N:2]1[C:6]([C:7]([F:10])([F:9])[F:8])=[C:5]([C@@H:11]([NH:13][S@@](C(C)(C)C)=O)[CH3:12])[CH:4]=[N:3]1.[ClH:20]. Product: [ClH:20].[ClH:20].[CH3:1][N:2]1[C:6]([C:7]([F:8])([F:9])[F:10])=[C:5]([C@@H:11]([NH2:13])[CH3:12])[CH:4]=[N:3]1. The catalyst class is: 12. (6) Reactant: [CH3:1][C:2]1[CH:7]=[CH:6][CH:5]=[CH:4][C:3]=1[C:8]1[CH:9]=[N:10][CH:11]=[N:12][CH:13]=1.[N+:14]([O-])([O-:16])=[O:15].[K+].[OH-].[Na+]. Product: [CH3:1][C:2]1[CH:7]=[CH:6][C:5]([N+:14]([O-:16])=[O:15])=[CH:4][C:3]=1[C:8]1[CH:13]=[N:12][CH:11]=[N:10][CH:9]=1. The catalyst class is: 65. (7) Reactant: [C:1]1([C:7]2([C:14]3[CH:19]=[CH:18][CH:17]=[CH:16][CH:15]=3)[CH2:12][CH2:11][CH2:10][NH:9][C:8]2=O)[CH:6]=[CH:5][CH:4]=[CH:3][CH:2]=1.[H-].[Al+3].[Li+].[H-].[H-].[H-]. Product: [C:1]1([C:7]2([C:14]3[CH:19]=[CH:18][CH:17]=[CH:16][CH:15]=3)[CH2:12][CH2:11][CH2:10][NH:9][CH2:8]2)[CH:2]=[CH:3][CH:4]=[CH:5][CH:6]=1. The catalyst class is: 28.